From a dataset of Catalyst prediction with 721,799 reactions and 888 catalyst types from USPTO. Predict which catalyst facilitates the given reaction. (1) Product: [CH2:1]([NH:4][C:15](=[O:16])[O:14][C:10]([CH3:13])([CH3:12])[CH3:11])[C:2]#[CH:3]. The catalyst class is: 20. Reactant: [CH2:1]([NH2:4])[C:2]#[CH:3].C(=O)(O)[O-].[Na+].[C:10]([O:14][C:15](O[C:15]([O:14][C:10]([CH3:13])([CH3:12])[CH3:11])=[O:16])=[O:16])([CH3:13])([CH3:12])[CH3:11]. (2) Reactant: N1([CH:10]([NH:13][C:14]2[CH:15]=[N:16][C:17]([O:20][CH3:21])=[CH:18][CH:19]=2)[CH2:11][CH3:12])C2C=CC=CC=2N=N1.[CH2:22]([O:29][C:30](=[O:34])[NH:31][CH:32]=[CH2:33])[C:23]1[CH:28]=[CH:27][CH:26]=[CH:25][CH:24]=1.C(=O)([O-])O.[Na+].C(OCC)(=O)C. Product: [CH2:22]([O:29][C:30](=[O:34])[NH:31][CH:32]1[C:15]2[C:14](=[CH:19][CH:18]=[C:17]([O:20][CH3:21])[N:16]=2)[NH:13][CH:10]([CH2:11][CH3:12])[CH2:33]1)[C:23]1[CH:28]=[CH:27][CH:26]=[CH:25][CH:24]=1. The catalyst class is: 743. (3) Reactant: C[O:2][C:3]([C@H:5]1[CH2:10][CH2:9][C@H:8]([NH2:11])[CH2:7][CH2:6]1)=[O:4].CCN(CC)CC.[CH3:19][O:20][C:21](Cl)=[O:22]. Product: [CH3:19][O:20][C:21]([NH:11][CH:8]1[CH2:9][CH2:10][CH:5]([C:3]([OH:2])=[O:4])[CH2:6][CH2:7]1)=[O:22]. The catalyst class is: 2. (4) Reactant: [O:1]=[C:2]1[C:7]([CH2:8][C:9]2[CH:14]=[CH:13][C:12]([C:15]3[CH:20]=[CH:19][CH:18]=[CH:17][C:16]=3[C:21]3[NH:25][C:24](=[O:26])[O:23][N:22]=3)=[CH:11][CH:10]=2)=[C:6]([CH2:27][CH2:28][CH3:29])[N:5]2[N:30]=[CH:31][N:32]=[C:4]2[N:3]1[C@H:33]1[CH2:38][CH2:37][C@H:36]([C:39]([NH2:41])=O)[CH2:35][CH2:34]1.N1C=CC=CC=1.FC(F)(F)C(OC(=O)C(F)(F)F)=O. Product: [O:1]=[C:2]1[C:7]([CH2:8][C:9]2[CH:14]=[CH:13][C:12]([C:15]3[CH:20]=[CH:19][CH:18]=[CH:17][C:16]=3[C:21]3[NH:25][C:24](=[O:26])[O:23][N:22]=3)=[CH:11][CH:10]=2)=[C:6]([CH2:27][CH2:28][CH3:29])[N:5]2[N:30]=[CH:31][N:32]=[C:4]2[N:3]1[C@H:33]1[CH2:34][CH2:35][C@H:36]([C:39]#[N:41])[CH2:37][CH2:38]1. The catalyst class is: 54. (5) Reactant: Br[C:2]1[C:3]([Cl:8])=[N:4][CH:5]=[CH:6][CH:7]=1.CC1(C)C(C)(C)CB([C:17]2[CH2:18][CH2:19][O:20][CH2:21][CH:22]=2)C1.C([O-])([O-])=O.[Na+].[Na+]. Product: [Cl:8][C:3]1[C:2]([C:17]2[CH2:22][CH2:21][O:20][CH2:19][CH:18]=2)=[CH:7][CH:6]=[CH:5][N:4]=1. The catalyst class is: 117. (6) Product: [F:17][C:18]1[CH:25]=[CH:24][C:21]([CH2:22][N:3]2[CH2:2][CH2:1][N:6]3[C:7]4[CH:16]=[CH:15][CH:14]=[CH:13][C:8]=4[CH2:9][NH:10][C:11](=[O:12])[CH:5]3[CH2:4]2)=[CH:20][CH:19]=1. The catalyst class is: 5. Reactant: [CH2:1]1[N:6]2[C:7]3[CH:16]=[CH:15][CH:14]=[CH:13][C:8]=3[CH2:9][NH:10][C:11](=[O:12])[CH:5]2[CH2:4][NH:3][CH2:2]1.[F:17][C:18]1[CH:25]=[CH:24][C:21]([CH:22]=O)=[CH:20][CH:19]=1.C([BH3-])#N.[Na+]. (7) Reactant: FC(F)(F)C(O)=O.[F:8][C:9]1[CH:10]=[C:11]([NH:21][C:22]2[N:27]=[C:26]3[N:28](C4CCCCO4)[N:29]=[CH:30][C:25]3=[C:24]([C:37]3[CH:38]=[C:39]([NH:43][C:44](=[O:47])[CH:45]=[CH2:46])[CH:40]=[CH:41][CH:42]=3)[N:23]=2)[CH:12]=[CH:13][C:14]=1[N:15]1[CH2:20][CH2:19][O:18][CH2:17][CH2:16]1. Product: [F:8][C:9]1[CH:10]=[C:11]([NH:21][C:22]2[N:27]=[C:26]3[NH:28][N:29]=[CH:30][C:25]3=[C:24]([C:37]3[CH:38]=[C:39]([NH:43][C:44](=[O:47])[CH:45]=[CH2:46])[CH:40]=[CH:41][CH:42]=3)[N:23]=2)[CH:12]=[CH:13][C:14]=1[N:15]1[CH2:16][CH2:17][O:18][CH2:19][CH2:20]1. The catalyst class is: 2. (8) The catalyst class is: 22. Reactant: [NH2:1][C:2]1[N:7]=[C:6](S(C)=O)[C:5]([C:11]2[CH:12]=[CH:13][C:14](=[O:20])[N:15]([CH:17]([CH3:19])[CH3:18])[N:16]=2)=[C:4]([C:21]2[CH:26]=[CH:25][CH:24]=[CH:23][CH:22]=2)[N:3]=1.C(N)[C:28]1[CH:33]=[CH:32][CH:31]=[CH:30][CH:29]=1.O.C[N:37](C)C(=O)C. Product: [NH2:1][C:2]1[N:7]=[C:6]([NH:37][C:28]2[CH:33]=[CH:32][CH:31]=[CH:30][CH:29]=2)[C:5]([C:11]2[CH:12]=[CH:13][C:14](=[O:20])[N:15]([CH:17]([CH3:19])[CH3:18])[N:16]=2)=[C:4]([C:21]2[CH:26]=[CH:25][CH:24]=[CH:23][CH:22]=2)[N:3]=1.